Dataset: Peptide-MHC class I binding affinity with 185,985 pairs from IEDB/IMGT. Task: Regression. Given a peptide amino acid sequence and an MHC pseudo amino acid sequence, predict their binding affinity value. This is MHC class I binding data. The peptide sequence is FVRSSPANF. The MHC is HLA-A02:01 with pseudo-sequence HLA-A02:01. The binding affinity (normalized) is 0.0847.